Dataset: Forward reaction prediction with 1.9M reactions from USPTO patents (1976-2016). Task: Predict the product of the given reaction. (1) Given the reactants C(N1C(C2SC3CCO[C:15]4C=C(C5CN(C(C)(C)C#N)C5)C=[CH:19][C:16]=4[C:17]=3[N:18]=2)=NC=N1)(C)C.OC(C(F)(F)F)=O.[CH:39]([N:42]1[C:46]([C:47]2[S:48][C:49]3[CH2:50][CH2:51][O:52][C:53]4[CH:60]=[C:59]([CH:61]5[CH2:66][CH2:65][NH:64][CH2:63][CH2:62]5)[CH:58]=[CH:57][C:54]=4[C:55]=3[N:56]=2)=[N:45][CH:44]=[N:43]1)([CH3:41])[CH3:40], predict the reaction product. The product is: [CH:39]([N:42]1[C:46]([C:47]2[S:48][C:49]3[CH2:50][CH2:51][O:52][C:53]4[CH:60]=[C:59]([CH:61]5[CH2:66][CH2:65][N:64]([C:16]([CH3:19])([CH3:15])[C:17]#[N:18])[CH2:63][CH2:62]5)[CH:58]=[CH:57][C:54]=4[C:55]=3[N:56]=2)=[N:45][CH:44]=[N:43]1)([CH3:41])[CH3:40]. (2) The product is: [F:4][C:3]([F:6])([F:5])[C:1]([OH:7])=[O:2].[N:19]1[C:18]2[NH:14][CH:15]=[CH:16][C:17]=2[C:22]([C:23]2[CH:24]=[N:25][N:26]([CH:28]3[CH2:29][CH2:30][C:31](=[CH:34][C:35]#[N:36])[CH2:32][CH2:33]3)[CH:27]=2)=[N:21][CH:20]=1. Given the reactants [C:1]([OH:7])([C:3]([F:6])([F:5])[F:4])=[O:2].C[Si](C)(C)CCOC[N:14]1[C:18]2[N:19]=[CH:20][N:21]=[C:22]([C:23]3[CH:24]=[N:25][N:26]([CH:28]4[CH2:33][CH2:32][C:31](=[CH:34][C:35]#[N:36])[CH2:30][CH2:29]4)[CH:27]=3)[C:17]=2[CH:16]=[CH:15]1.[OH-].[NH4+], predict the reaction product. (3) Given the reactants [C:1]([O:5][C:6](=[O:22])[NH:7][C:8]1[CH:13]=[CH:12][C:11]([C:14]2[CH:19]=[CH:18][C:17]([F:20])=[CH:16][CH:15]=2)=[CH:10][C:9]=1[NH2:21])([CH3:4])([CH3:3])[CH3:2].C([O:27][C:28](=O)[CH2:29][C:30]([C:32]1[CH:37]=[CH:36][CH:35]=[C:34]([N:38]2[CH:42]=[CH:41][N:40]=[C:39]2[CH3:43])[CH:33]=1)=[O:31])(C)(C)C, predict the reaction product. The product is: [C:1]([O:5][C:6](=[O:22])[NH:7][C:8]1[CH:13]=[CH:12][C:11]([C:14]2[CH:15]=[CH:16][C:17]([F:20])=[CH:18][CH:19]=2)=[CH:10][C:9]=1[NH:21][C:28](=[O:27])[CH2:29][C:30]([C:32]1[CH:37]=[CH:36][CH:35]=[C:34]([N:38]2[CH:42]=[CH:41][N:40]=[C:39]2[CH3:43])[CH:33]=1)=[O:31])([CH3:4])([CH3:2])[CH3:3]. (4) Given the reactants Cl.[NH2:2][C@@H:3]1[C:11]2[C:6](=[C:7]([C:12]3[S:16][C:15]([C:17]4[CH:18]=[CH:19][C:20]([O:25][CH:26]([CH3:28])[CH3:27])=[C:21]([CH:24]=4)[C:22]#[N:23])=[N:14][N:13]=3)[CH:8]=[CH:9][CH:10]=2)[CH2:5][CH2:4]1.Cl[CH2:30][CH2:31][S:32](Cl)(=[O:34])=[O:33], predict the reaction product. The product is: [C:22]([C:21]1[CH:24]=[C:17]([C:15]2[S:16][C:12]([C:7]3[CH:8]=[CH:9][CH:10]=[C:11]4[C:6]=3[CH2:5][CH2:4][C@@H:3]4[NH:2][S:32]([CH:31]=[CH2:30])(=[O:34])=[O:33])=[N:13][N:14]=2)[CH:18]=[CH:19][C:20]=1[O:25][CH:26]([CH3:28])[CH3:27])#[N:23]. (5) The product is: [C:11]1([C:20]2[CH:21]=[CH:22][CH:23]=[CH:24][CH:25]=2)[CH:16]=[CH:15][CH:14]=[CH:13][C:12]=1[C:2]1[CH:10]=[CH:9][CH:8]=[C:7]2[C:3]=1[CH:4]=[CH:5][CH2:6]2. Given the reactants Br[C:2]1[CH:10]=[CH:9][CH:8]=[C:7]2[C:3]=1[CH:4]=[CH:5][CH2:6]2.[C:11]1([C:20]2[CH:25]=[CH:24][CH:23]=[CH:22][CH:21]=2)[CH:16]=[CH:15][CH:14]=[CH:13][C:12]=1B(O)O.C(=O)([O-])[O-].[K+].[K+].O1CCOCC1, predict the reaction product. (6) Given the reactants [CH3:1][O:2][C:3]1[CH:12]=[N:11][C:10]2[C:5](=[C:6]([CH:13]3[CH2:15][O:14]3)[CH:7]=[CH:8][CH:9]=2)[N:4]=1.[NH4+].[Cl-].[N-:18]=[N+:19]=[N-:20].[Na+], predict the reaction product. The product is: [N:18]([CH:13]([C:6]1[CH:7]=[CH:8][CH:9]=[C:10]2[C:5]=1[N:4]=[C:3]([O:2][CH3:1])[CH:12]=[N:11]2)[CH2:15][OH:14])=[N+:19]=[N-:20]. (7) Given the reactants Br[C:2]1[CH:3]=[C:4]2[C:9](=[CH:10][CH:11]=1)[N:8]=[CH:7][C:6]([C:12]([CH:14]1[CH2:16][CH2:15]1)=[O:13])=[C:5]2[NH:17][C@H:18]1[CH2:23][CH2:22][C@H:21]([N:24]([CH3:32])[C:25](=[O:31])[O:26][C:27]([CH3:30])([CH3:29])[CH3:28])[CH2:20][CH2:19]1.[Cl:33][C:34]1[CH:39]=[C:38](B2OC(C)(C)C(C)(C)O2)[CH:37]=[C:36]([O:49][CH3:50])[C:35]=1[OH:51], predict the reaction product. The product is: [Cl:33][C:34]1[CH:39]=[C:38]([C:2]2[CH:3]=[C:4]3[C:9](=[CH:10][CH:11]=2)[N:8]=[CH:7][C:6]([C:12]([CH:14]2[CH2:15][CH2:16]2)=[O:13])=[C:5]3[NH:17][C@H:18]2[CH2:23][CH2:22][C@H:21]([N:24]([CH3:32])[C:25](=[O:31])[O:26][C:27]([CH3:28])([CH3:29])[CH3:30])[CH2:20][CH2:19]2)[CH:37]=[C:36]([O:49][CH3:50])[C:35]=1[OH:51].